This data is from Reaction yield outcomes from USPTO patents with 853,638 reactions. The task is: Predict the reaction yield, written as a fraction of the theoretical maximum amount of product (1.0 means a 100% yield; for example, 0.34 means a 34% yield). (1) The catalyst is C(Cl)Cl. The reactants are [C:1]([CH:4]1[CH2:9][N:8]([C:10]2[C:19]3[C:14](=[CH:15][C:16]([Cl:27])=[C:17]([C:20]4[CH:25]=[CH:24][C:23]([Cl:26])=[CH:22][CH:21]=4)[CH:18]=3)[N:13]=[CH:12][N:11]=2)[CH2:7][CH2:6][N:5]1[C:28]([O:30][C:31]([CH3:34])([CH3:33])[CH3:32])=[O:29])(=O)[NH2:2].CCN(CC)CC.C(OC(C(F)(F)F)=O)(C(F)(F)F)=O. The yield is 0.860. The product is [Cl:27][C:16]1[CH:15]=[C:14]2[C:19]([C:10]([N:8]3[CH2:7][CH2:6][N:5]([C:28]([O:30][C:31]([CH3:32])([CH3:33])[CH3:34])=[O:29])[CH:4]([C:1]#[N:2])[CH2:9]3)=[N:11][CH:12]=[N:13]2)=[CH:18][C:17]=1[C:20]1[CH:25]=[CH:24][C:23]([Cl:26])=[CH:22][CH:21]=1. (2) The reactants are [OH:1][C:2]1([C:12]#[C:13][C:14]([C:16]2[CH:21]=[CH:20][C:19]([O:22][CH3:23])=[CH:18][CH:17]=2)=O)[CH2:11][CH2:10][C:5]2([O:9][CH2:8][CH2:7][O:6]2)[CH2:4][CH2:3]1.Cl.[CH3:25][O:26][C:27]1[CH:32]=[CH:31][C:30]([NH:33][NH2:34])=[CH:29][CH:28]=1.C(N(CC)CC)C. The catalyst is C(O)C. The product is [CH3:25][O:26][C:27]1[CH:32]=[CH:31][C:30]([N:33]2[C:14]([C:16]3[CH:21]=[CH:20][C:19]([O:22][CH3:23])=[CH:18][CH:17]=3)=[CH:13][C:12]([C:2]3([OH:1])[CH2:11][CH2:10][C:5]4([O:9][CH2:8][CH2:7][O:6]4)[CH2:4][CH2:3]3)=[N:34]2)=[CH:29][CH:28]=1. The yield is 0.880. (3) The reactants are [C:1]([C:3]1[CH:4]=[N:5][CH:6]=[CH:7][CH:8]=1)#[N:2].[CH3:9][O-:10].[Na+]. The catalyst is CO.O1CCOCC1. The product is [CH3:9][O:10][C:1](=[NH:2])[C:3]1[CH:8]=[CH:7][CH:6]=[N:5][CH:4]=1. The yield is 0.550. (4) The reactants are Cl.[N:2]12[CH2:9][CH2:8][CH:5]([CH2:6][CH2:7]1)[C@@H:4]([OH:10])[CH2:3]2. The catalyst is [OH-].[Na+]. The product is [N:2]12[CH2:9][CH2:8][CH:5]([CH2:6][CH2:7]1)[C@@H:4]([OH:10])[CH2:3]2. The yield is 0.990. (5) The reactants are [CH3:1][CH:2]([CH3:18])[C@@H:3](/[N:10]=[CH:11]/[C:12]1[CH:17]=[CH:16][CH:15]=[CH:14][N:13]=1)[CH2:4][O:5][Si](C)(C)C.[C:19]1([Mg]Br)[CH:24]=[CH:23][CH:22]=[CH:21][CH:20]=1. The catalyst is C1COCC1. The product is [CH3:1][CH:2]([CH3:18])[C@@H:3]([NH:10][C@H:11]([C:19]1[CH:24]=[CH:23][CH:22]=[CH:21][CH:20]=1)[C:12]1[CH:17]=[CH:16][CH:15]=[CH:14][N:13]=1)[CH2:4][OH:5]. The yield is 0.850.